This data is from NCI-60 drug combinations with 297,098 pairs across 59 cell lines. The task is: Regression. Given two drug SMILES strings and cell line genomic features, predict the synergy score measuring deviation from expected non-interaction effect. (1) Drug 1: C(CC(=O)O)C(=O)CN.Cl. Drug 2: C1CC(=O)NC(=O)C1N2C(=O)C3=CC=CC=C3C2=O. Cell line: MCF7. Synergy scores: CSS=-0.198, Synergy_ZIP=-1.83, Synergy_Bliss=-1.85, Synergy_Loewe=-2.79, Synergy_HSA=-2.79. (2) Drug 1: C1CCC(C1)C(CC#N)N2C=C(C=N2)C3=C4C=CNC4=NC=N3. Cell line: A549. Drug 2: C#CCC(CC1=CN=C2C(=N1)C(=NC(=N2)N)N)C3=CC=C(C=C3)C(=O)NC(CCC(=O)O)C(=O)O. Synergy scores: CSS=12.6, Synergy_ZIP=-3.46, Synergy_Bliss=-1.50, Synergy_Loewe=-1.99, Synergy_HSA=-2.65. (3) Drug 1: CC1C(C(CC(O1)OC2CC(CC3=C2C(=C4C(=C3O)C(=O)C5=C(C4=O)C(=CC=C5)OC)O)(C(=O)C)O)N)O.Cl. Drug 2: C1=CN(C=N1)CC(O)(P(=O)(O)O)P(=O)(O)O. Cell line: MCF7. Synergy scores: CSS=0.678, Synergy_ZIP=-8.58, Synergy_Bliss=-17.1, Synergy_Loewe=-38.0, Synergy_HSA=-17.2. (4) Drug 1: CC12CCC3C(C1CCC2=O)CC(=C)C4=CC(=O)C=CC34C. Drug 2: C1=NC(=NC(=O)N1C2C(C(C(O2)CO)O)O)N. Cell line: OVCAR-4. Synergy scores: CSS=31.1, Synergy_ZIP=0.690, Synergy_Bliss=1.58, Synergy_Loewe=-2.73, Synergy_HSA=1.27. (5) Drug 1: C1CC(=O)NC(=O)C1N2CC3=C(C2=O)C=CC=C3N. Drug 2: COC1=C2C(=CC3=C1OC=C3)C=CC(=O)O2. Cell line: CAKI-1. Synergy scores: CSS=6.85, Synergy_ZIP=5.10, Synergy_Bliss=6.48, Synergy_Loewe=3.69, Synergy_HSA=4.53. (6) Drug 1: CC1CCC2CC(C(=CC=CC=CC(CC(C(=O)C(C(C(=CC(C(=O)CC(OC(=O)C3CCCCN3C(=O)C(=O)C1(O2)O)C(C)CC4CCC(C(C4)OC)O)C)C)O)OC)C)C)C)OC. Drug 2: CC1CCC2CC(C(=CC=CC=CC(CC(C(=O)C(C(C(=CC(C(=O)CC(OC(=O)C3CCCCN3C(=O)C(=O)C1(O2)O)C(C)CC4CCC(C(C4)OC)OCCO)C)C)O)OC)C)C)C)OC. Cell line: COLO 205. Synergy scores: CSS=17.2, Synergy_ZIP=-4.14, Synergy_Bliss=4.12, Synergy_Loewe=4.65, Synergy_HSA=5.51.